This data is from Full USPTO retrosynthesis dataset with 1.9M reactions from patents (1976-2016). The task is: Predict the reactants needed to synthesize the given product. (1) Given the product [Cl:1][C:2]1[CH:7]=[CH:6][C:5]([C:8]2([CH2:14][O:15][CH:16]3[CH2:17][N:18]([C:43]([N:45]4[CH2:46][CH2:47][CH2:52][CH2:51][CH2:53]4)=[O:44])[CH2:19]3)[CH2:13][CH2:12][CH2:11][CH2:10][CH2:9]2)=[CH:4][CH:3]=1, predict the reactants needed to synthesize it. The reactants are: [Cl:1][C:2]1[CH:7]=[CH:6][C:5]([C:8]2([CH2:14][O:15][CH:16]3[CH2:19][NH:18][CH2:17]3)[CH2:13][CH2:12][CH2:11][CH2:10][CH2:9]2)=[CH:4][CH:3]=1.N1CCCCC1.FC(F)(F)C1C=CC=CC=1C(OC1CN([C:43]([N:45]([CH3:53])[CH2:46][C:47]2[CH:52]=[CH:51]C=CC=2)=[O:44])C1)C1C=CC(Cl)=CC=1. (2) Given the product [CH2:21]([O:23][C:24]1[CH:25]=[C:26]([CH:29]=[C:30]([O:37][CH2:38][CH3:39])[C:31]=1[N:32]1[CH:36]=[CH:35][CH:34]=[CH:33]1)[CH2:27][N:17]1[CH2:16][CH2:15][CH:14]([NH:13][C:11](=[O:12])[C:9]2[CH:10]=[C:2]([CH3:1])[C:3]([C:4]([OH:6])=[O:5])=[C:7]([CH3:20])[CH:8]=2)[CH2:19][CH2:18]1)[CH3:22], predict the reactants needed to synthesize it. The reactants are: [CH3:1][C:2]1[CH:10]=[C:9]([C:11]([NH:13][CH:14]2[CH2:19][CH2:18][NH:17][CH2:16][CH2:15]2)=[O:12])[CH:8]=[C:7]([CH3:20])[C:3]=1[C:4]([OH:6])=[O:5].[CH2:21]([O:23][C:24]1[CH:25]=[C:26]([CH:29]=[C:30]([O:37][CH2:38][CH3:39])[C:31]=1[N:32]1[CH:36]=[CH:35][CH:34]=[CH:33]1)[CH:27]=O)[CH3:22].C([BH3-])#N.[Na+].C(N(C(C)C)C(C)C)C. (3) Given the product [CH:23]1([N:22]2[C:21]3[CH:29]=[CH:30][C:31]([C:33]([OH:35])=[O:34])=[CH:32][C:20]=3[N:19]=[C:18]2[C:13]2[CH:14]=[C:15]3[C:10](=[CH:11][CH:12]=2)[N:9]=[C:75]([C:68]2[C:69]([O:73][CH3:74])=[CH:70][CH:71]=[CH:72][C:67]=2[OH:66])[CH:76]=[CH:16]3)[CH2:24][CH2:25][CH2:26][CH2:27][CH2:28]1, predict the reactants needed to synthesize it. The reactants are: BrC1C=CC(O)=C(C2C=[CH:16][C:15]3[C:10](=[CH:11][CH:12]=[C:13]([C:18]4[N:22]([CH:23]5[CH2:28][CH2:27][CH2:26][CH2:25][CH2:24]5)[C:21]5[CH:29]=[CH:30][C:31]([C:33]([OH:35])=[O:34])=[CH:32][C:20]=5[N:19]=4)[CH:14]=3)[N:9]=2)C=1.C(OC(C1C=CC2N(C3CCCCC3)C(C3C=CC(N)=C(C=O)C=3)=NC=2C=1)=O)C.[OH:66][C:67]1[CH:72]=[CH:71][CH:70]=[C:69]([O:73][CH3:74])[C:68]=1[C:75](=O)[CH3:76].[OH-].[K+]. (4) Given the product [C:1]([C:3]1[S:4][C:5]([CH2:8][Br:9])=[CH:6][CH:7]=1)#[N:2], predict the reactants needed to synthesize it. The reactants are: [C:1]([C:3]1[S:4][C:5]([CH3:8])=[CH:6][CH:7]=1)#[N:2].[Br:9]N1C(=O)CCC1=O.N(C(C)(C)C#N)=NC(C)(C)C#N. (5) Given the product [CH3:1][O:2][CH2:3][O:4][C:5]1[CH:6]=[C:7]([CH:8]=[CH:9][CH:10]=1)[O:28][C:16]1[CH:17]=[C:18]([CH:23]=[CH:24][CH:25]=1)[C:19]([O:21][CH3:22])=[O:20], predict the reactants needed to synthesize it. The reactants are: [CH3:1][O:2][CH2:3][O:4][C:5]1[CH:6]=[C:7](B(O)O)[CH:8]=[CH:9][CH:10]=1.OC[C:16]1[CH:17]=[C:18]([CH:23]=[CH:24][CH:25]=1)[C:19]([O:21][CH3:22])=[O:20].C(OCC)(=[O:28])C. (6) Given the product [CH3:1][O:2][C:3]1[CH:10]=[C:9]([N+:11]([O-:13])=[O:12])[CH:8]=[CH:7][C:4]=1[CH2:5][NH2:6], predict the reactants needed to synthesize it. The reactants are: [CH3:1][O:2][C:3]1[CH:10]=[C:9]([N+:11]([O-:13])=[O:12])[CH:8]=[CH:7][C:4]=1[C:5]#[N:6].O.B. (7) Given the product [CH3:43][O:42][C:38]1[CH:37]=[C:5]([CH:4]=[C:3]([O:2][CH3:1])[C:39]=1[O:40][CH3:41])[C:6]([N:8]1[CH2:12][CH2:11][C:10]([CH2:19][CH2:20][N:21]2[CH2:27][CH2:26][CH2:25][N:24]([C:28]3[N:29]([CH2:45][C:46]4[O:47][CH:48]=[CH:49][CH:50]=4)[C:30]4[CH:36]=[CH:35][CH:34]=[CH:33][C:31]=4[N:32]=3)[CH2:23][CH2:22]2)([C:13]2[CH:14]=[CH:15][CH:16]=[CH:17][CH:18]=2)[CH2:9]1)=[O:7], predict the reactants needed to synthesize it. The reactants are: [CH3:1][O:2][C:3]1[CH:4]=[C:5]([CH:37]=[C:38]([O:42][CH3:43])[C:39]=1[O:40][CH3:41])[C:6]([N:8]1[CH2:12][CH2:11][C:10]([CH2:19][CH2:20][N:21]2[CH2:27][CH2:26][CH2:25][N:24]([C:28]3[NH:32][C:31]4[CH:33]=[CH:34][CH:35]=[CH:36][C:30]=4[N:29]=3)[CH2:23][CH2:22]2)([C:13]2[CH:18]=[CH:17][CH:16]=[CH:15][CH:14]=2)[CH2:9]1)=[O:7].Cl[CH2:45][C:46]1[O:47][CH:48]=[CH:49][CH:50]=1.